Dataset: Reaction yield outcomes from USPTO patents with 853,638 reactions. Task: Predict the reaction yield, written as a fraction of the theoretical maximum amount of product (1.0 means a 100% yield; for example, 0.34 means a 34% yield). (1) The reactants are Br[CH:2]1[CH2:20][CH2:19][C:5]2=[CH:6][C:7]3[C:8]4[CH:17]=[CH:16][C:15]([Cl:18])=[CH:14][C:9]=4[CH2:10][O:11][C:12]=3[CH:13]=[C:4]2[C:3]1=[O:21].[C:22]([O:26][C:27]([N:29]1[CH2:33][C@@H:32]([O:34][CH2:35][CH3:36])[CH2:31][C@H:30]1[C:37]([OH:39])=[O:38])=[O:28])([CH3:25])([CH3:24])[CH3:23].CCN(C(C)C)C(C)C. The catalyst is CC#N.CCOC(C)=O. The product is [CH2:35]([O:34][C@@H:32]1[CH2:33][N:29]([C:27]([O:26][C:22]([CH3:23])([CH3:25])[CH3:24])=[O:28])[C@H:30]([C:37]([O:39][CH:2]2[CH2:20][CH2:19][C:5]3=[CH:6][C:7]4[C:8]5[CH:17]=[CH:16][C:15]([Cl:18])=[CH:14][C:9]=5[CH2:10][O:11][C:12]=4[CH:13]=[C:4]3[C:3]2=[O:21])=[O:38])[CH2:31]1)[CH3:36]. The yield is 0.560. (2) The reactants are C([Li])CCC.Br[C:7]1[CH:21]=[CH:20][C:10]([CH2:11][NH:12][C:13]([O:15][C:16]([CH3:19])([CH3:18])[CH3:17])=[O:14])=[C:9]([F:22])[CH:8]=1.[CH3:23][C:24]([CH3:29])([CH3:28])[CH2:25][CH:26]=[O:27]. The catalyst is C(OCC)C. The product is [C:16]([O:15][C:13]([NH:12][CH2:11][C:10]1[CH:20]=[CH:21][C:7]([CH:26]([OH:27])[CH2:25][C:24]([CH3:29])([CH3:28])[CH3:23])=[CH:8][C:9]=1[F:22])=[O:14])([CH3:19])([CH3:18])[CH3:17]. The yield is 0.370. (3) The reactants are [N:1]1([C@H:7]2[CH2:10][C@H:9]([C:11]3[S:12][C:13]4[CH:19]=[C:18]([C:20]5[CH:21]=[N:22][N:23](C(C6C=CC=CC=6)(C6C=CC=CC=6)C6C=CC=CC=6)[CH:24]=5)[CH:17]=[CH:16][C:14]=4[N:15]=3)[CH2:8]2)[CH2:6][CH2:5][CH2:4][CH2:3][CH2:2]1. The catalyst is C(O)=O. The product is [N:1]1([C@H:7]2[CH2:8][C@H:9]([C:11]3[S:12][C:13]4[CH:19]=[C:18]([C:20]5[CH:24]=[N:23][NH:22][CH:21]=5)[CH:17]=[CH:16][C:14]=4[N:15]=3)[CH2:10]2)[CH2:6][CH2:5][CH2:4][CH2:3][CH2:2]1. The yield is 0.905. (4) The reactants are [C:1]([C:3]1[N:4]=[C:5]([C:16]([O-:18])=O)[N:6]([CH2:8][O:9][CH2:10][CH2:11][Si:12]([CH3:15])([CH3:14])[CH3:13])[CH:7]=1)#[N:2].[K+].N1C=CC=CC=1.O=S(Cl)Cl.[C:30]([Si:34]([CH3:56])([CH3:55])[O:35][CH2:36][C:37]([C:40]1[CH:45]=[CH:44][C:43]([NH2:46])=[C:42]([C:47]2[CH2:52][CH2:51][C:50]([CH3:54])([CH3:53])[CH2:49][CH:48]=2)[CH:41]=1)([CH3:39])[CH3:38])([CH3:33])([CH3:32])[CH3:31]. The catalyst is C(Cl)Cl.CCOC(C)=O. The product is [C:30]([Si:34]([CH3:55])([CH3:56])[O:35][CH2:36][C:37]([C:40]1[CH:45]=[CH:44][C:43]([NH:46][C:16]([C:5]2[N:6]([CH2:8][O:9][CH2:10][CH2:11][Si:12]([CH3:13])([CH3:14])[CH3:15])[CH:7]=[C:3]([C:1]#[N:2])[N:4]=2)=[O:18])=[C:42]([C:47]2[CH2:52][CH2:51][C:50]([CH3:54])([CH3:53])[CH2:49][CH:48]=2)[CH:41]=1)([CH3:39])[CH3:38])([CH3:33])([CH3:31])[CH3:32]. The yield is 0.930. (5) The reactants are FC(F)(F)[C:3]1[CH:4]=[C:5]2[C:10](=[CH:11][CH:12]=1)[N:9]=[C:8]([CH3:13])[CH:7]=[CH:6]2.[CH3:16]C1C=CC=CC=1N. No catalyst specified. The product is [CH3:13][C:8]1[CH:7]=[CH:6][C:5]2[C:10](=[C:11]([CH3:16])[CH:12]=[CH:3][CH:4]=2)[N:9]=1. The yield is 0.380. (6) The reactants are [OH:1][C:2]1[CH:7]=[CH:6][C:5]([C:8]2[CH:9]=[C:10]3[C:15](=[CH:16][CH:17]=2)[N:14]=[C:13]([C:18]([O:20][CH3:21])=[O:19])[CH:12]=[CH:11]3)=[CH:4][CH:3]=1.[CH:22]1([C:27]2[O:31][N:30]=[C:29]([C:32]3[C:37]([Cl:38])=[CH:36][CH:35]=[CH:34][C:33]=3[Cl:39])[C:28]=2[CH2:40]O)[CH2:26][CH2:25][CH2:24][CH2:23]1.C1(P(C2C=CC=CC=2)C2C=CC=CC=2)C=CC=CC=1.N(C(OC(C)C)=O)=NC(OC(C)C)=O. The catalyst is ClCCl. The product is [CH:22]1([C:27]2[O:31][N:30]=[C:29]([C:32]3[C:37]([Cl:38])=[CH:36][CH:35]=[CH:34][C:33]=3[Cl:39])[C:28]=2[CH2:40][O:1][C:2]2[CH:7]=[CH:6][C:5]([C:8]3[CH:9]=[C:10]4[C:15](=[CH:16][CH:17]=3)[N:14]=[C:13]([C:18]([O:20][CH3:21])=[O:19])[CH:12]=[CH:11]4)=[CH:4][CH:3]=2)[CH2:23][CH2:24][CH2:25][CH2:26]1. The yield is 0.370. (7) The reactants are [CH2:1]([NH:3][C:4]1[C:13]2[C:8](=[CH:9][CH:10]=[CH:11][CH:12]=2)[CH:7]=[CH:6][CH:5]=1)[CH3:2].C(N(C(C)C)CC)(C)C.Br[CH2:24][CH2:25][CH2:26][C:27]([O:29][CH2:30][CH3:31])=[O:28]. No catalyst specified. The product is [CH2:1]([N:3]([C:4]1[C:13]2[C:8](=[CH:9][CH:10]=[CH:11][CH:12]=2)[CH:7]=[CH:6][CH:5]=1)[CH2:24][CH2:25][CH2:26][C:27]([O:29][CH2:30][CH3:31])=[O:28])[CH3:2]. The yield is 0.320. (8) The reactants are [CH2:1]([C@@H:8]1[CH2:12][O:11][C:10](=[O:13])[N:9]1[C:14](=[O:23])[CH2:15][C:16]1[CH:21]=[CH:20][C:19]([Cl:22])=[CH:18][CH:17]=1)[C:2]1[CH:7]=[CH:6][CH:5]=[CH:4][CH:3]=1.CCN(C(C)C)C(C)C.[CH:33]1([CH2:36][N:37]([CH2:45]OC)[C:38](=[O:44])[O:39][C:40]([CH3:43])([CH3:42])[CH3:41])[CH2:35][CH2:34]1. The catalyst is C(Cl)Cl.Cl[Ti](Cl)(Cl)Cl. The product is [CH2:1]([C@@H:8]1[CH2:12][O:11][C:10](=[O:13])[N:9]1[C:14](=[O:23])[C@@H:15]([C:16]1[CH:17]=[CH:18][C:19]([Cl:22])=[CH:20][CH:21]=1)[CH2:45][N:37]([CH2:36][CH:33]1[CH2:34][CH2:35]1)[C:38](=[O:44])[O:39][C:40]([CH3:43])([CH3:41])[CH3:42])[C:2]1[CH:7]=[CH:6][CH:5]=[CH:4][CH:3]=1. The yield is 0.870. (9) The reactants are FC(F)(F)C(O)=O.FC(F)(F)C(O)=O.FC(F)(F)C(O)=O.[NH:22]1[CH2:25][CH:24]([C:26]2[C:27]([C:32]3[CH:41]=[CH:40][C:35]([C:36]([NH:38][CH3:39])=[O:37])=[C:34]([F:42])[CH:33]=3)=[N:28][CH:29]=[CH:30][N:31]=2)[CH2:23]1.Cl[C:44]1[N:53]=[CH:52][C:51]2[C:46](=[CH:47][C:48]([Cl:54])=[CH:49][CH:50]=2)[N:45]=1.C(=O)([O-])[O-].[K+].[K+]. The catalyst is C(O)CCC.O. The yield is 0.920. The product is [Cl:54][C:48]1[CH:47]=[C:46]2[C:51]([CH:52]=[N:53][C:44]([N:22]3[CH2:23][CH:24]([C:26]4[C:27]([C:32]5[CH:41]=[CH:40][C:35]([C:36]([NH:38][CH3:39])=[O:37])=[C:34]([F:42])[CH:33]=5)=[N:28][CH:29]=[CH:30][N:31]=4)[CH2:25]3)=[N:45]2)=[CH:50][CH:49]=1.